From a dataset of Full USPTO retrosynthesis dataset with 1.9M reactions from patents (1976-2016). Predict the reactants needed to synthesize the given product. (1) Given the product [C:1]1([CH2:7][CH2:8][CH2:9][CH2:10][CH2:11][CH2:12][CH2:13][CH2:14][CH2:15][CH2:16][CH2:17][CH2:18][CH2:19][CH2:20][CH2:21][CH2:22][CH2:23][CH2:24][Si:25]([O:32][CH3:33])([O:26][CH3:27])[O:29][CH3:30])[CH:2]=[CH:3][CH:4]=[CH:5][CH:6]=1, predict the reactants needed to synthesize it. The reactants are: [C:1]1([CH2:7][CH2:8][CH2:9][CH2:10][CH2:11][CH2:12][CH2:13][CH2:14][CH2:15][CH2:16][CH2:17][CH2:18][CH2:19][CH2:20][CH2:21][CH2:22][CH2:23][CH2:24][Si:25]([O:32][CH2:33]C)([O:29][CH2:30]C)[O:26][CH2:27]C)[CH:6]=[CH:5][CH:4]=[CH:3][CH:2]=1.Cl. (2) Given the product [NH2:17][C:16]1[N:15]=[CH:14][N:13]=[C:12]2[N:8]([C:5]3[CH:6]=[CH:7][C:2]([NH:1][C:21](=[O:22])[CH2:20][CH:19]([CH3:18])[CH2:24][CH3:25])=[CH:3][CH:4]=3)[N:9]=[CH:10][C:11]=12, predict the reactants needed to synthesize it. The reactants are: [NH2:1][C:2]1[CH:7]=[CH:6][C:5]([N:8]2[C:12]3=[N:13][CH:14]=[N:15][C:16]([NH2:17])=[C:11]3[CH:10]=[N:9]2)=[CH:4][CH:3]=1.[CH3:18][CH:19]([CH2:24][CH3:25])[CH2:20][C:21](O)=[O:22].Cl.CN(C)CCCN=C=NCC.ON1C2C=CC=CC=2N=N1. (3) Given the product [NH2:12][C:5]1[C:4]2[CH:3]=[CH:2][N:1]([C:18]([O:20][CH2:21][C:22]3[CH:27]=[CH:26][CH:25]=[CH:24][CH:23]=3)=[O:19])[C:9]=2[CH:8]=[CH:7][N:6]=1, predict the reactants needed to synthesize it. The reactants are: [NH:1]1[C:9]2[CH:8]=[CH:7][N:6]=[CH:5][C:4]=2[CH:3]=[CH:2]1.C([N:12](CC)CC)C.Cl[C:18]([O:20][CH2:21][C:22]1[CH:27]=[CH:26][CH:25]=[CH:24][CH:23]=1)=[O:19]. (4) The reactants are: [N:1]1([C:6]2[CH:36]=[CH:35][C:9]([CH2:10][N:11]3[C:19]([NH:20][C:21]4[CH:26]=[CH:25][CH:24]=[CH:23][CH:22]=4)=[C:18]4[C:13]([N:14]([CH2:30][C:31]([CH3:34])([CH3:33])[CH3:32])[C:15](=[O:29])[N:16]([CH3:28])[C:17]4=S)=[N:12]3)=[CH:8][CH:7]=2)[CH:5]=[N:4][CH:3]=[N:2]1.[NH3:37]. Given the product [N:1]1([C:6]2[CH:36]=[CH:35][C:9]([CH2:10][N:11]3[C:19]([NH:20][C:21]4[CH:26]=[CH:25][CH:24]=[CH:23][CH:22]=4)=[C:18]4[C:13]([N:14]([CH2:30][C:31]([CH3:34])([CH3:33])[CH3:32])[C:15](=[O:29])[N:16]([CH3:28])[C:17]4=[NH:37])=[N:12]3)=[CH:8][CH:7]=2)[CH:5]=[N:4][CH:3]=[N:2]1, predict the reactants needed to synthesize it. (5) Given the product [Cl:1][C:2]1[C:7]([O:8][CH3:9])=[CH:6][C:5]([NH2:10])=[C:4]([CH3:17])[CH:3]=1, predict the reactants needed to synthesize it. The reactants are: [Cl:1][C:2]1[C:7]([O:8][CH3:9])=[CH:6][C:5]([NH:10]C(=O)C(F)(F)F)=[C:4]([CH3:17])[CH:3]=1.[OH-].[Na+]. (6) Given the product [CH3:42][O:41][N:40]([CH3:39])[C:14](=[O:16])[C@H:12]([NH:11][C:1](=[O:2])[O:3][CH2:4][C:5]1[CH:6]=[CH:7][CH:8]=[CH:9][CH:10]=1)[CH3:13], predict the reactants needed to synthesize it. The reactants are: [C:1]([NH:11][C@@H:12]([C:14]([OH:16])=O)[CH3:13])([O:3][CH2:4][C:5]1[CH:10]=[CH:9][CH:8]=[CH:7][CH:6]=1)=[O:2].O.ON1C2C=CC=CC=2N=N1.C1C=CC2N(O)N=NC=2C=1.Cl.[CH3:39][NH:40][O:41][CH3:42].C(N(C(C)C)CC)(C)C.CCN=C=NCCCN(C)C.Cl. (7) Given the product [CH3:14][C:7]1([CH3:15])[CH2:8][CH2:9][C:10](=[O:13])[C:11]2[CH:12]=[C:3]([C:1]#[C:2][C:17]3[CH:27]=[CH:26][C:20]([C:21]([O:23][CH2:24][CH3:25])=[O:22])=[CH:19][CH:18]=3)[CH:4]=[CH:5][C:6]1=2, predict the reactants needed to synthesize it. The reactants are: [C:1]([C:3]1[CH:12]=[C:11]2[C:6]([C:7]([CH3:15])([CH3:14])[CH2:8][CH2:9][C:10]2=[O:13])=[CH:5][CH:4]=1)#[CH:2].I[C:17]1[CH:27]=[CH:26][C:20]([C:21]([O:23][CH2:24][CH3:25])=[O:22])=[CH:19][CH:18]=1. (8) Given the product [Cl:40][C:35]1[CH:36]=[CH:37][CH:38]=[CH:39][C:34]=1[CH2:33][C@@H:3]([NH:2][C:65]([C:61]1[C:57]2[N:58]=[CH:59][N:60]=[C:55]([C:47]3[C:48]4[O:52][CH2:51][O:50][C:49]=4[CH:53]=[CH:54][C:46]=3[O:45][CH2:44][CH:41]3[CH2:43][CH2:42]3)[C:56]=2[NH:63][C:62]=1[CH3:64])=[O:66])[C:4]([N:6]1[CH2:7][CH2:8][CH:9]([N:12]2[N:21]=[C:20]([C:22]3[CH:27]=[CH:26][C:25]([O:28][CH3:29])=[C:24]([O:30][CH3:31])[CH:23]=3)[C@@H:19]3[C@@H:14]([CH2:15][CH2:16][CH2:17][CH2:18]3)[C:13]2=[O:32])[CH2:10][CH2:11]1)=[O:5], predict the reactants needed to synthesize it. The reactants are: Cl.[NH2:2][C@H:3]([CH2:33][C:34]1[CH:39]=[CH:38][CH:37]=[CH:36][C:35]=1[Cl:40])[C:4]([N:6]1[CH2:11][CH2:10][CH:9]([N:12]2[N:21]=[C:20]([C:22]3[CH:27]=[CH:26][C:25]([O:28][CH3:29])=[C:24]([O:30][CH3:31])[CH:23]=3)[C@@H:19]3[C@@H:14]([CH2:15][CH2:16][CH2:17][CH2:18]3)[C:13]2=[O:32])[CH2:8][CH2:7]1)=[O:5].[CH:41]1([CH2:44][O:45][C:46]2[CH:54]=[CH:53][C:49]3[O:50][CH2:51][O:52][C:48]=3[C:47]=2[C:55]2[C:56]3[NH:63][C:62]([CH3:64])=[C:61]([C:65](O)=[O:66])[C:57]=3[N:58]=[CH:59][N:60]=2)[CH2:43][CH2:42]1.CCOC(C(C#N)=NOC(N1CCOCC1)=[N+](C)C)=O.F[P-](F)(F)(F)(F)F.CCN(C(C)C)C(C)C.C(=O)(O)[O-].[Na+]. (9) Given the product [CH:20]1([N:17]2[CH2:16][CH2:15][C:14]3[CH:24]=[CH:25][C:11]([NH:10][C:8]([C:5]4[CH:4]=[CH:3][C:2]([C:31]5[CH:36]=[N:35][CH:34]=[CH:33][N:32]=5)=[CH:7][N:6]=4)=[O:9])=[CH:12][C:13]=3[CH2:19][CH2:18]2)[CH2:23][CH2:22][CH2:21]1, predict the reactants needed to synthesize it. The reactants are: Br[C:2]1[CH:3]=[CH:4][C:5]([C:8]([NH:10][C:11]2[CH:25]=[CH:24][C:14]3[CH2:15][CH2:16][N:17]([CH:20]4[CH2:23][CH2:22][CH2:21]4)[CH2:18][CH2:19][C:13]=3[CH:12]=2)=[O:9])=[N:6][CH:7]=1.C([Sn](CCCC)(CCCC)[C:31]1[CH:36]=[N:35][CH:34]=[CH:33][N:32]=1)CCC.